From a dataset of Full USPTO retrosynthesis dataset with 1.9M reactions from patents (1976-2016). Predict the reactants needed to synthesize the given product. (1) Given the product [CH3:17][C@@H:18]1[NH:19][CH2:20][CH2:21][N:22]([C:9]2[CH:16]=[CH:15][C:12]([C:13]#[N:14])=[CH:11][N:10]=2)[CH2:23]1, predict the reactants needed to synthesize it. The reactants are: C(N(CC)CC)C.Cl[C:9]1[CH:16]=[CH:15][C:12]([C:13]#[N:14])=[CH:11][N:10]=1.[CH3:17][C@H:18]1[CH2:23][NH:22][CH2:21][CH2:20][NH:19]1.Cl.C(N(CC)CC)C. (2) Given the product [CH3:1][NH:8][CH2:10][CH2:11][NH:12][C:13](=[O:19])[O:14][C:15]([CH3:17])([CH3:16])[CH3:18], predict the reactants needed to synthesize it. The reactants are: [CH2:1]([N:8]([CH2:10][CH2:11][NH:12][C:13](=[O:19])[O:14][C:15]([CH3:18])([CH3:17])[CH3:16])C)C1C=CC=CC=1. (3) Given the product [Br:1][C:2]1[CH:3]=[C:4]2[C:8](=[CH:9][CH:10]=1)[C:7](=[O:11])[N:6]([C:12]1([C:13]([O:15][CH3:16])=[O:14])[CH2:17][CH2:19][CH2:22][CH2:21]1)[CH2:5]2, predict the reactants needed to synthesize it. The reactants are: [Br:1][C:2]1[CH:3]=[C:4]2[C:8](=[CH:9][CH:10]=1)[C:7](=[O:11])[N:6]([C@H:12]([CH:17]([CH3:19])C)[C:13]([O:15][CH3:16])=[O:14])[CH2:5]2.Br[C:21]1C=CC(C(OC)=O)=C(CBr)[CH:22]=1.Cl.COC(=O)C(C1C=CC=CC=1)N. (4) Given the product [CH2:25]([O:24][C:22](=[O:23])[C:21]([S:11]([C:8]1[CH:9]=[CH:10][C:5]2[N:4]=[CH:3][S:2][C:6]=2[CH:7]=1)(=[O:13])=[O:12])([CH3:28])[CH3:27])[CH3:26], predict the reactants needed to synthesize it. The reactants are: [Na+].[S:2]1[C:6]2[CH:7]=[C:8]([S:11]([O-:13])=[O:12])[CH:9]=[CH:10][C:5]=2[N:4]=[CH:3]1.N1C=CC=CC=1.Br[C:21]([CH3:28])([CH3:27])[C:22]([O:24][CH2:25][CH3:26])=[O:23]. (5) Given the product [Cl:42][C:43]1[CH:44]=[C:45]([NH:50][C:51]([NH:1][C:2]2[CH:3]=[C:4]3[C:8](=[CH:9][CH:10]=2)[N:7]([C:11]2[N:19]=[C:18]([NH:20][C@H:21]4[CH2:26][CH2:25][C@H:24]([NH:27][C:28]([O:30][C:31]([CH3:33])([CH3:34])[CH3:32])=[O:29])[CH2:23][CH2:22]4)[N:17]=[C:16]4[C:12]=2[N:13]=[CH:14][N:15]4[C:35]([O:37][C:38]([CH3:41])([CH3:40])[CH3:39])=[O:36])[CH2:6][CH2:5]3)=[O:52])[CH:46]=[CH:47][C:48]=1[Cl:49], predict the reactants needed to synthesize it. The reactants are: [NH2:1][C:2]1[CH:3]=[C:4]2[C:8](=[CH:9][CH:10]=1)[N:7]([C:11]1[N:19]=[C:18]([NH:20][C@H:21]3[CH2:26][CH2:25][C@H:24]([NH:27][C:28]([O:30][C:31]([CH3:34])([CH3:33])[CH3:32])=[O:29])[CH2:23][CH2:22]3)[N:17]=[C:16]3[C:12]=1[N:13]=[CH:14][N:15]3[C:35]([O:37][C:38]([CH3:41])([CH3:40])[CH3:39])=[O:36])[CH2:6][CH2:5]2.[Cl:42][C:43]1[CH:44]=[C:45]([N:50]=[C:51]=[O:52])[CH:46]=[CH:47][C:48]=1[Cl:49].ClCCl. (6) Given the product [C:16]([O:15][C:13]([N:20]1[CH2:27][CH2:26][CH2:25][C@H:21]1[C:22]([NH:2][C:3]1[C:4]([CH3:12])=[C:5]([CH:9]=[CH:10][CH:11]=1)[C:6]([OH:8])=[O:7])=[O:23])=[O:14])([CH3:19])([CH3:18])[CH3:17], predict the reactants needed to synthesize it. The reactants are: Cl.[NH2:2][C:3]1[C:4]([CH3:12])=[C:5]([CH:9]=[CH:10][CH:11]=1)[C:6]([OH:8])=[O:7].[C:13]([N:20]1[CH2:27][CH2:26][CH2:25][C@H:21]1[C:22](O)=[O:23])([O:15][C:16]([CH3:19])([CH3:18])[CH3:17])=[O:14].